From a dataset of Catalyst prediction with 721,799 reactions and 888 catalyst types from USPTO. Predict which catalyst facilitates the given reaction. (1) Reactant: [C:1]([CH:4]1[N:9]([C:10]2[CH:15]=[C:14]([C:16](=[O:18])[NH2:17])[N:13]=[C:12]([Cl:19])[N:11]=2)[CH2:8][CH2:7][N:6](C(OC(C)(C)C)=O)[CH2:5]1)(=[O:3])[NH2:2].CO. Product: [ClH:19].[C:1]([CH:4]1[CH2:5][NH:6][CH2:7][CH2:8][N:9]1[C:10]1[N:11]=[C:12]([Cl:19])[N:13]=[C:14]([C:16]([NH2:17])=[O:18])[CH:15]=1)(=[O:3])[NH2:2]. The catalyst class is: 393. (2) Reactant: C([O:3][C:4]([C:6]1[NH:13][C:12]2[C@@H:11]3[CH2:14][C@@H:10]3[CH2:9][C:8]=2[CH:7]=1)=[O:5])C.[OH-].[Li+].CO. Product: [CH2:14]1[C@@H:10]2[CH2:9][C:8]3[CH:7]=[C:6]([C:4]([OH:5])=[O:3])[NH:13][C:12]=3[C@H:11]12. The catalyst class is: 1. (3) Reactant: [C:1]1([O:11][CH2:12][CH:13]2[CH2:15][O:14]2)[C:10]2[C:5](=[CH:6][CH:7]=[CH:8][CH:9]=2)[CH:4]=[CH:3][CH:2]=1.[CH3:16][N:17]1[CH2:22][CH2:21][NH:20][CH2:19][CH2:18]1. Product: [CH3:16][N:17]1[CH2:22][CH2:21][N:20]([CH2:15][CH:13]([OH:14])[CH2:12][O:11][C:1]2[C:10]3[C:5](=[CH:6][CH:7]=[CH:8][CH:9]=3)[CH:4]=[CH:3][CH:2]=2)[CH2:19][CH2:18]1. The catalyst class is: 8. (4) Reactant: [N+]([C:4]1[CH:5]=[C:6]2[C:10](=[CH:11][CH:12]=1)[C:9](=[O:13])[NH:8][C:7]2=[O:14])([O-])=O.[CH:15]1([SH:21])[CH2:20][CH2:19][CH2:18][CH2:17][CH2:16]1.C(=O)([O-])[O-].[K+].[K+].Cl. Product: [CH:15]1([S:21][C:4]2[CH:5]=[C:6]3[C:10](=[CH:11][CH:12]=2)[C:9](=[O:13])[NH:8][C:7]3=[O:14])[CH2:20][CH2:19][CH2:18][CH2:17][CH2:16]1. The catalyst class is: 95. (5) Reactant: [CH2:1]([OH:8])[CH:2]([OH:7])[CH2:3][CH2:4][CH2:5][OH:6].[C:9]1(C)[CH:14]=CC(S(O)(=O)=O)=C[CH:10]=1.COC(OC)(C)C. Product: [CH3:10][C:9]1([CH3:14])[O:7][CH:2]([CH2:3][CH2:4][CH2:5][OH:6])[CH2:1][O:8]1. The catalyst class is: 21. (6) Reactant: [O:1]=[C:2]1[C:5]2([CH2:10][CH2:9][N:8]([C:11]([O:13][C:14]([CH3:17])([CH3:16])[CH3:15])=[O:12])[CH2:7][CH2:6]2)[CH:4]([C:18]2[CH:23]=[CH:22][C:21]([Cl:24])=[CH:20][CH:19]=2)[NH:3]1.[H-].[Na+].Br[CH:28]([CH3:30])[CH3:29]. Product: [O:1]=[C:2]1[C:5]2([CH2:10][CH2:9][N:8]([C:11]([O:13][C:14]([CH3:17])([CH3:16])[CH3:15])=[O:12])[CH2:7][CH2:6]2)[CH:4]([C:18]2[CH:19]=[CH:20][C:21]([Cl:24])=[CH:22][CH:23]=2)[N:3]1[CH:28]([CH3:30])[CH3:29]. The catalyst class is: 3.